From a dataset of Catalyst prediction with 721,799 reactions and 888 catalyst types from USPTO. Predict which catalyst facilitates the given reaction. (1) Reactant: [F:1][C:2]([F:28])([F:27])[O:3][C:4]1[CH:5]=[C:6]([C:10]2[C:14]3[CH:15]=[C:16]([C:19]4[O:23][C:22]([C@@H:24]([OH:26])[CH3:25])=[N:21][N:20]=4)[CH:17]=[CH:18][C:13]=3[O:12][CH:11]=2)[CH:7]=[CH:8][CH:9]=1.[C:29](O)(=[O:31])[CH3:30].C1(P(C2C=CC=CC=2)C2C=CC=CC=2)C=CC=CC=1.N(C(OCC)=O)=NC(OCC)=O.C1(C)C=CC=CC=1. Product: [C:29]([O:26][C@@H:24]([C:22]1[O:23][C:19]([C:16]2[CH:17]=[CH:18][C:13]3[O:12][CH:11]=[C:10]([C:6]4[CH:7]=[CH:8][CH:9]=[C:4]([O:3][C:2]([F:27])([F:1])[F:28])[CH:5]=4)[C:14]=3[CH:15]=2)=[N:20][N:21]=1)[CH3:25])(=[O:31])[CH3:30]. The catalyst class is: 54. (2) Reactant: [OH:1][C:2]1[C:7]([OH:8])=[CH:6][CH:5]=[CH:4][N:3]=1.C(=O)([O-])[O-].[K+].[K+].Br[CH2:16][CH2:17]Br. Product: [O:8]1[C:7]2[C:2](=[N:3][CH:4]=[CH:5][CH:6]=2)[O:1][CH2:17][CH2:16]1. The catalyst class is: 3. (3) Reactant: [Cl:1][C:2]1[CH:7]=[CH:6][C:5]([S:8]([CH:11]2[C:20]3[C:15](=[C:16]([F:22])[CH:17]=[CH:18][C:19]=3[F:21])[O:14][CH2:13][CH:12]2[CH2:23][CH2:24]I)(=[O:10])=[O:9])=[CH:4][CH:3]=1.C[C:27]#[N:28]. Product: [Cl:1][C:2]1[CH:7]=[CH:6][C:5]([S:8]([CH:11]2[C:20]3[C:15](=[C:16]([F:22])[CH:17]=[CH:18][C:19]=3[F:21])[O:14][CH2:13][CH:12]2[CH2:23][CH2:24][C:27]#[N:28])(=[O:10])=[O:9])=[CH:4][CH:3]=1. The catalyst class is: 33. (4) The catalyst class is: 1. Product: [CH2:9]([O:8][CH2:7][CH2:6][CH2:5][CH2:4][CH2:3][CH2:2][Cl:1])[C:10]1[CH:15]=[CH:14][CH:13]=[CH:12][CH:11]=1. Reactant: [Cl:1][CH2:2][CH2:3][CH2:4][CH2:5][CH2:6][CH2:7][OH:8].[CH2:9](Br)[C:10]1[CH:15]=[CH:14][CH:13]=[CH:12][CH:11]=1.[H-].[Na+]. (5) Reactant: [CH3:1][C:2]1[CH:3]=[C:4]([CH:18]=[C:19]([CH3:21])[CH:20]=1)[O:5][CH2:6][C:7]([NH:9][CH2:10][CH2:11][CH2:12][CH2:13][CH2:14][C:15]([OH:17])=[O:16])=[O:8].[N+:22]([C:25]1[CH:26]=[C:27]([S:31]([CH2:34][CH2:35]O)(=[O:33])=[O:32])[CH:28]=[CH:29][CH:30]=1)([O-:24])=[O:23].O.C1(C)C=CC(S(O)(=O)=O)=CC=1.O. Product: [N+:22]([C:25]1[CH:26]=[C:27]([S:31]([CH2:34][CH2:35][O:16][C:15](=[O:17])[CH2:14][CH2:13][CH2:12][CH2:11][CH2:10][NH:9][C:7](=[O:8])[CH2:6][O:5][C:4]2[CH:18]=[C:19]([CH3:21])[CH:20]=[C:2]([CH3:1])[CH:3]=2)(=[O:33])=[O:32])[CH:28]=[CH:29][CH:30]=1)([O-:24])=[O:23]. The catalyst class is: 11. (6) Reactant: F[C:2]1[CH:9]=[CH:8][C:5]([C:6]#[N:7])=[CH:4][CH:3]=1.[C:10]([O:14][C:15]([N:17]1[CH2:22][CH2:21][NH:20][CH2:19][CH2:18]1)=[O:16])([CH3:13])([CH3:12])[CH3:11].C(=O)(O)[O-].[Na+].C(OCC)(=O)C. Product: [C:6]([C:5]1[CH:8]=[CH:9][C:2]([N:20]2[CH2:19][CH2:18][N:17]([C:15]([O:14][C:10]([CH3:13])([CH3:12])[CH3:11])=[O:16])[CH2:22][CH2:21]2)=[CH:3][CH:4]=1)#[N:7]. The catalyst class is: 10.